Dataset: Forward reaction prediction with 1.9M reactions from USPTO patents (1976-2016). Task: Predict the product of the given reaction. (1) Given the reactants [CH3:1][CH:2]([CH2:4][C@H:5]([NH:31][C:32]([CH2:34][NH:35][C:36]([C@@H:38]([NH:47][C:48]([C@@H:50]([NH:53][C:54]([C@@H:56]([NH:67][C:68]([C@@H:70]([NH:77][C:78]([C@H:80]1[NH:85][C:83](=[O:84])[CH2:82][CH2:81]1)=[O:79])[CH2:71][C:72]1[NH:76][CH:75]=[N:74][CH:73]=1)=[O:69])[CH2:57][C:58]1[C:62]2[CH:63]=[CH:64][CH:65]=[CH:66][C:61]=2[NH:60][CH:59]=1)=[O:55])[CH2:51][OH:52])=[O:49])[CH2:39][C:40]1[CH:41]=[CH:42][C:43]([OH:46])=[CH:44][CH:45]=1)=[O:37])=[O:33])[C:6]([NH:8][C@H:9]([C:17]([N:19]1[C@H:23]([C:24]([NH:26][CH2:27][C:28]([NH2:30])=[O:29])=[O:25])[CH2:22][CH2:21][CH2:20]1)=[O:18])[CH2:10][CH2:11][CH2:12][NH:13][C:14]([NH2:16])=[NH:15])=[O:7])[CH3:3].[CH3:86][C:87]([OH:89])=[O:88].NCC(N[C@H](C(O)=O)CS)=O, predict the reaction product. The product is: [CH3:3][CH:2]([CH2:4][C@H:5]([NH:31][C:32]([CH2:34][NH:35][C:36]([C@@H:38]([NH:47][C:48]([C@@H:50]([NH:53][C:54]([C@@H:56]([NH:67][C:68]([C@@H:70]([NH:77][C:78]([C@H:80]1[NH:85][C:83](=[O:84])[CH2:82][CH2:81]1)=[O:79])[CH2:71][C:72]1[NH:76][CH:75]=[N:74][CH:73]=1)=[O:69])[CH2:57][C:58]1[C:62]2[CH:63]=[CH:64][CH:65]=[CH:66][C:61]=2[NH:60][CH:59]=1)=[O:55])[CH2:51][OH:52])=[O:49])[CH2:39][C:40]1[CH:41]=[CH:42][C:43]([OH:46])=[CH:44][CH:45]=1)=[O:37])=[O:33])[C:6]([NH:8][C@H:9]([C:17]([N:19]1[C@H:23]([C:24]([NH:26][CH2:27][C:28]([NH2:30])=[O:29])=[O:25])[CH2:22][CH2:21][CH2:20]1)=[O:18])[CH2:10][CH2:11][CH2:12][NH:13][C:14]([NH2:16])=[NH:15])=[O:7])[CH3:1].[CH3:86][C:87]([OH:89])=[O:88]. (2) Given the reactants [CH3:1][C:2]1[N:3]=[C:4]2[S:19][CH:18]=[CH:17][N:5]2[C:6](=[O:16])[C:7]=1C1C=CC(C#N)=CC=1.[F:20][C:21]([F:32])([F:31])[C:22]1[CH:27]=[CH:26][C:25](B(O)O)=[CH:24][CH:23]=1.C(=O)([O-])[O-].[Na+].[Na+].FC1C=C(C2C(=O)N3C=CSC3=NC=2C)C=C(F)C=1, predict the reaction product. The product is: [CH3:1][C:2]1[N:3]=[C:4]2[S:19][CH:18]=[CH:17][N:5]2[C:6](=[O:16])[C:7]=1[C:25]1[CH:26]=[CH:27][C:22]([C:21]([F:32])([F:31])[F:20])=[CH:23][CH:24]=1.